This data is from Catalyst prediction with 721,799 reactions and 888 catalyst types from USPTO. The task is: Predict which catalyst facilitates the given reaction. (1) Product: [F:21][C:13]1[CH:14]=[C:15]([S:17]([CH3:20])(=[O:19])=[O:18])[CH:16]=[C:11]([F:10])[C:12]=1[NH:22][C@H:23]1[CH2:28][CH2:27][CH2:26][N:25]([CH:29]2[CH2:30][CH2:31][N:32]([C:2]#[N:1])[CH2:33][CH2:34]2)[C:24]1=[O:35]. Reactant: [N:1]#[C:2]Br.C(=O)([O-])[O-].[K+].[K+].[F:10][C:11]1[CH:16]=[C:15]([S:17]([CH3:20])(=[O:19])=[O:18])[CH:14]=[C:13]([F:21])[C:12]=1[NH:22][C@H:23]1[CH2:28][CH2:27][CH2:26][N:25]([CH:29]2[CH2:34][CH2:33][NH:32][CH2:31][CH2:30]2)[C:24]1=[O:35]. The catalyst class is: 10. (2) Reactant: FC(F)(F)C(O)=O.[CH2:8]([N:12]1[C:16]2[C:17](=[O:22])[N:18]([CH3:21])[N:19]=[CH:20][C:15]=2[N:14]=[C:13]1[N:23]1[CH2:28][CH2:27][N:26](C(OC(C)(C)C)=O)[CH2:25][CH2:24]1)[C:9]#[C:10][CH3:11]. Product: [CH2:8]([N:12]1[C:16]2[C:17](=[O:22])[N:18]([CH3:21])[N:19]=[CH:20][C:15]=2[N:14]=[C:13]1[N:23]1[CH2:24][CH2:25][NH:26][CH2:27][CH2:28]1)[C:9]#[C:10][CH3:11]. The catalyst class is: 4. (3) Reactant: [C:1]([O:5][C:6](=[O:20])[N:7]([C@@H:9]([CH2:13][C:14]1[CH:19]=[CH:18][CH:17]=[CH:16][CH:15]=1)[CH2:10][C:11]#[N:12])[CH3:8])([CH3:4])([CH3:3])[CH3:2]. Product: [C:1]([O:5][C:6](=[O:20])[N:7]([C@@H:9]([CH2:13][C:14]1[CH:19]=[CH:18][CH:17]=[CH:16][CH:15]=1)[CH2:10][CH2:11][NH2:12])[CH3:8])([CH3:4])([CH3:2])[CH3:3]. The catalyst class is: 94.